This data is from Forward reaction prediction with 1.9M reactions from USPTO patents (1976-2016). The task is: Predict the product of the given reaction. (1) Given the reactants [Br:1][C:2]1[CH:3]=[CH:4][C:5]2[NH:6][C:7]3[C:12]([C:13]=2[CH:14]=1)=[CH:11][C:10]([Br:15])=[CH:9][CH:8]=3.[OH-].[K+].C1(C)C=C(C)C=C(C)C=1O[CH2:27][CH:28]([OH:37])[CH2:29][O:30][C:31]1[CH:36]=[CH:35][CH:34]=[CH:33][N:32]=1, predict the reaction product. The product is: [Br:15][C:10]1[CH:9]=[CH:8][C:7]2[N:6]([CH2:27][CH:28]([OH:37])[CH2:29][O:30][C:31]3[CH:36]=[CH:35][CH:34]=[CH:33][N:32]=3)[C:5]3[C:13]([C:12]=2[CH:11]=1)=[CH:14][C:2]([Br:1])=[CH:3][CH:4]=3. (2) The product is: [Cl:11][C:12]1[CH:13]=[C:14]([N:18]2[C:22]([I:1])=[CH:21][C:20]([C:24]([F:27])([F:26])[F:25])=[N:19]2)[CH:15]=[CH:16][CH:17]=1. Given the reactants [I-:1].[K+].N(OCCC(C)C)=O.[Cl:11][C:12]1[CH:13]=[C:14]([N:18]2[C:22](N)=[CH:21][C:20]([C:24]([F:27])([F:26])[F:25])=[N:19]2)[CH:15]=[CH:16][CH:17]=1, predict the reaction product. (3) Given the reactants [CH3:1][O:2][C:3](=[O:32])[C@@H:4]([N:19]1[C:31]2[CH:30]=[CH:29][CH:28]=[CH:27][C:26]=2[C:25]2[C:20]1=[CH:21][CH:22]=[CH:23][CH:24]=2)[CH2:5][CH2:6][CH2:7][CH2:8][NH:9][C:10](=[O:18])[C:11]1[CH:16]=[CH:15][C:14]([NH2:17])=[CH:13][CH:12]=1.[CH3:33][C:34]([CH3:36])=O.N([O-])=O.[Na+].[N-:41]=[N+:42]=[N-].[Na+].[OH2:45], predict the reaction product. The product is: [C:33]([C:14]1[CH:15]=[CH:16][C:11]([C:10]([NH:9][CH2:8][CH2:7][CH2:6][CH2:5][CH:4]([N:19]2[C:31]3[CH:30]=[CH:29][CH:28]=[CH:27][C:26]=3[C:25]3[C:20]2=[CH:21][CH:22]=[CH:23][CH:24]=3)[C:3]([OH:2])=[O:32])=[O:18])=[CH:12][CH:13]=1)(=[O:45])[C:34]1[CH:36]=[CH:6][CH:5]=[CH:4][CH:3]=1.[CH3:1][O:2][C:3](=[O:32])[C@@H:4]([N:19]1[C:31]2[CH:30]=[CH:29][CH:28]=[CH:27][C:26]=2[C:25]2[C:20]1=[CH:21][CH:22]=[CH:23][CH:24]=2)[CH2:5][CH2:6][CH2:7][CH2:8][NH:9][C:10](=[O:18])[C:11]1[CH:12]=[CH:13][C:14]([N:17]=[N+:41]=[N-:42])=[CH:15][CH:16]=1. (4) Given the reactants [C:1]([O:5][C:6]([N:8]1[CH2:13][CH2:12][C:11]2[N:14]=[C:15]([C:17]3[C:18]([CH:27]4[CH2:30][CH2:29][CH2:28]4)=[CH:19][C:20]([CH3:26])=[C:21]([CH:25]=3)[C:22]([OH:24])=O)[NH:16][C:10]=2[CH2:9]1)=[O:7])([CH3:4])([CH3:3])[CH3:2].Cl.[NH:32]1[CH2:37][CH2:36][CH:35]([C:38]2[CH:45]=[CH:44][C:41]([C:42]#[N:43])=[CH:40][CH:39]=2)[CH2:34][CH2:33]1.CCN=C=NCCCN(C)C.Cl, predict the reaction product. The product is: [C:42]([C:41]1[CH:40]=[CH:39][C:38]([CH:35]2[CH2:36][CH2:37][N:32]([C:22]([C:21]3[C:20]([CH3:26])=[CH:19][C:18]([CH:27]4[CH2:30][CH2:29][CH2:28]4)=[C:17]([C:15]4[NH:16][C:10]5[CH2:9][N:8]([C:6]([O:5][C:1]([CH3:2])([CH3:3])[CH3:4])=[O:7])[CH2:13][CH2:12][C:11]=5[N:14]=4)[CH:25]=3)=[O:24])[CH2:33][CH2:34]2)=[CH:45][CH:44]=1)#[N:43]. (5) Given the reactants [Cl:1][C:2]1[CH:3]=[C:4]([CH:18]=[CH:19][C:20]=1[Cl:21])[CH2:5][C:6]1[CH:7]=[N:8][C:9]2[N:10]([N:12]=[CH:13][C:14]=2[N+:15]([O-])=O)[CH:11]=1.Cl.[OH-].[Na+], predict the reaction product. The product is: [Cl:1][C:2]1[CH:3]=[C:4]([CH:18]=[CH:19][C:20]=1[Cl:21])[CH2:5][C:6]1[CH:7]=[N:8][C:9]2[N:10]([N:12]=[CH:13][C:14]=2[NH2:15])[CH:11]=1. (6) Given the reactants [Cl:1][C:2]1[CH:3]=[C:4]2[C:10]([C:11]3[N:16]=[C:15]([NH:17][C@H:18]4[CH2:22][CH2:21][N:20](S(C)(=O)=O)[CH2:19]4)[C:14]([F:27])=[CH:13][N:12]=3)=[CH:9][NH:8][C:5]2=[N:6][CH:7]=1.[NH:28]1[CH2:33][CH2:32][O:31][CH:30]([C:34](O)=[O:35])[CH2:29]1, predict the reaction product. The product is: [Cl:1][C:2]1[CH:3]=[C:4]2[C:10]([C:11]3[N:16]=[C:15]([NH:17][C@H:18]4[CH2:22][CH2:21][N:20]([C:34]([CH:30]5[O:31][CH2:32][CH2:33][NH:28][CH2:29]5)=[O:35])[CH2:19]4)[C:14]([F:27])=[CH:13][N:12]=3)=[CH:9][NH:8][C:5]2=[N:6][CH:7]=1.